Dataset: Full USPTO retrosynthesis dataset with 1.9M reactions from patents (1976-2016). Task: Predict the reactants needed to synthesize the given product. Given the product [ClH:28].[NH2:8][CH2:9][CH2:10][O:11][C:12]1[CH:17]=[CH:16][C:15]([CH2:18][CH:19]([CH2:25][CH2:26][CH3:27])[C:20]([O:22][CH2:23][CH3:24])=[O:21])=[CH:14][CH:13]=1.[N:41]1[CH:42]=[CH:43][CH:34]=[CH:33][C:44]=1[C:45]1[CH:26]=[CH:25][C:19]([C:20]([OH:22])=[O:21])=[CH:18][CH:15]=1, predict the reactants needed to synthesize it. The reactants are: C(OC([NH:8][CH2:9][CH2:10][O:11][C:12]1[CH:17]=[CH:16][C:15]([CH2:18][CH:19]([CH2:25][CH2:26][CH3:27])[C:20]([O:22][CH2:23][CH3:24])=[O:21])=[CH:14][CH:13]=1)=O)(C)(C)C.[ClH:28].C(P(=O)(OCC)O[CH2:33][CH3:34])#N.C([N:41]([CH2:44][CH3:45])[CH2:42][CH3:43])C.